This data is from Full USPTO retrosynthesis dataset with 1.9M reactions from patents (1976-2016). The task is: Predict the reactants needed to synthesize the given product. Given the product [CH2:16]([N:8]([CH2:1][C:2]1[CH:3]=[CH:4][CH:5]=[CH:6][CH:7]=1)[C@@H:9]1[CH2:14][N:13]([CH2:30][C:29]2[CH:32]=[CH:33][C:26]([F:25])=[CH:27][CH:28]=2)[C:12](=[O:15])[CH2:11][CH2:10]1)[C:17]1[CH:22]=[CH:21][CH:20]=[CH:19][CH:18]=1, predict the reactants needed to synthesize it. The reactants are: [CH2:1]([N:8]([CH2:16][C:17]1[CH:22]=[CH:21][CH:20]=[CH:19][CH:18]=1)[C@@H:9]1[CH2:14][NH:13][C:12](=[O:15])[CH2:11][CH2:10]1)[C:2]1[CH:7]=[CH:6][CH:5]=[CH:4][CH:3]=1.[H-].[Na+].[F:25][C:26]1[CH:33]=[CH:32][C:29]([CH2:30]Br)=[CH:28][CH:27]=1.